Task: Regression. Given a peptide amino acid sequence and an MHC pseudo amino acid sequence, predict their binding affinity value. This is MHC class II binding data.. Dataset: Peptide-MHC class II binding affinity with 134,281 pairs from IEDB (1) The peptide sequence is MTKGEGGVWT. The MHC is DRB1_1101 with pseudo-sequence DRB1_1101. The binding affinity (normalized) is 0. (2) The peptide sequence is PHPLEKKITQWLETKGV. The MHC is DRB1_0701 with pseudo-sequence DRB1_0701. The binding affinity (normalized) is 0.458. (3) The peptide sequence is SPEVIPMFSALSE. The MHC is DRB1_0701 with pseudo-sequence DRB1_0701. The binding affinity (normalized) is 0.227. (4) The binding affinity (normalized) is 0.0224. The MHC is HLA-DQA10301-DQB10302 with pseudo-sequence HLA-DQA10301-DQB10302. The peptide sequence is AAEYWNSQKEVLERT. (5) The peptide sequence is PYGATISATPEWATP. The MHC is HLA-DPA10201-DPB11401 with pseudo-sequence HLA-DPA10201-DPB11401. The binding affinity (normalized) is 0. (6) The peptide sequence is TSLLISWGHYPLHLR. The MHC is DRB1_1101 with pseudo-sequence DRB1_1101. The binding affinity (normalized) is 0.367.